The task is: Regression. Given two drug SMILES strings and cell line genomic features, predict the synergy score measuring deviation from expected non-interaction effect.. This data is from NCI-60 drug combinations with 297,098 pairs across 59 cell lines. (1) Drug 1: C1CN(CCN1C(=O)CCBr)C(=O)CCBr. Drug 2: CN(C(=O)NC(C=O)C(C(C(CO)O)O)O)N=O. Cell line: RPMI-8226. Synergy scores: CSS=35.6, Synergy_ZIP=-13.3, Synergy_Bliss=-2.34, Synergy_Loewe=-12.5, Synergy_HSA=-1.70. (2) Drug 1: CNC(=O)C1=CC=CC=C1SC2=CC3=C(C=C2)C(=NN3)C=CC4=CC=CC=N4. Drug 2: CCC(=C(C1=CC=CC=C1)C2=CC=C(C=C2)OCCN(C)C)C3=CC=CC=C3.C(C(=O)O)C(CC(=O)O)(C(=O)O)O. Cell line: PC-3. Synergy scores: CSS=4.30, Synergy_ZIP=0.902, Synergy_Bliss=4.40, Synergy_Loewe=2.65, Synergy_HSA=2.07. (3) Drug 1: C1=NNC2=C1C(=O)NC=N2. Drug 2: C1CNP(=O)(OC1)N(CCCl)CCCl. Cell line: RXF 393. Synergy scores: CSS=-1.17, Synergy_ZIP=1.81, Synergy_Bliss=2.55, Synergy_Loewe=0.358, Synergy_HSA=0.659. (4) Drug 1: CN1C2=C(C=C(C=C2)N(CCCl)CCCl)N=C1CCCC(=O)O.Cl. Synergy scores: CSS=51.5, Synergy_ZIP=0.742, Synergy_Bliss=-2.13, Synergy_Loewe=-35.2, Synergy_HSA=-3.06. Cell line: HS 578T. Drug 2: CC1CCCC2(C(O2)CC(NC(=O)CC(C(C(=O)C(C1O)C)(C)C)O)C(=CC3=CSC(=N3)C)C)C. (5) Synergy scores: CSS=39.5, Synergy_ZIP=-8.18, Synergy_Bliss=-1.45, Synergy_Loewe=0.155, Synergy_HSA=4.44. Drug 1: CN1CCC(CC1)COC2=C(C=C3C(=C2)N=CN=C3NC4=C(C=C(C=C4)Br)F)OC. Cell line: CAKI-1. Drug 2: C1CCC(C(C1)N)N.C(=O)(C(=O)[O-])[O-].[Pt+4].